This data is from Reaction yield outcomes from USPTO patents with 853,638 reactions. The task is: Predict the reaction yield, written as a fraction of the theoretical maximum amount of product (1.0 means a 100% yield; for example, 0.34 means a 34% yield). The reactants are [F:1][C:2]1[CH:3]=[CH:4][C:5](I)=[C:6]([CH:28]=1)[C:7]([N:9]1[CH2:14][CH2:13][CH2:12][C@@H:11]([CH3:15])[C@H:10]1[CH2:16][N:17]1[C:25](=[O:26])[C:24]2[C:19](=[CH:20][CH:21]=[CH:22][CH:23]=2)[C:18]1=[O:27])=[O:8].[F-].[Cs+].C([Sn](CCCC)(CCCC)[C:37]1[N:42]=[CH:41][CH:40]=[CH:39][N:38]=1)CCC. The catalyst is CN(C=O)C.CCOC(C)=O.[Cu]I.C1C=CC([P]([Pd]([P](C2C=CC=CC=2)(C2C=CC=CC=2)C2C=CC=CC=2)([P](C2C=CC=CC=2)(C2C=CC=CC=2)C2C=CC=CC=2)[P](C2C=CC=CC=2)(C2C=CC=CC=2)C2C=CC=CC=2)(C2C=CC=CC=2)C2C=CC=CC=2)=CC=1. The product is [F:1][C:2]1[CH:3]=[CH:4][C:5]([C:37]2[N:42]=[CH:41][CH:40]=[CH:39][N:38]=2)=[C:6]([CH:28]=1)[C:7]([N:9]1[CH2:14][CH2:13][CH2:12][C@@H:11]([CH3:15])[C@H:10]1[CH2:16][N:17]1[C:25](=[O:26])[C:24]2[C:19](=[CH:20][CH:21]=[CH:22][CH:23]=2)[C:18]1=[O:27])=[O:8]. The yield is 0.560.